This data is from Peptide-MHC class II binding affinity with 134,281 pairs from IEDB. The task is: Regression. Given a peptide amino acid sequence and an MHC pseudo amino acid sequence, predict their binding affinity value. This is MHC class II binding data. (1) The peptide sequence is YDKFLANVSTVLTNK. The MHC is DRB1_1001 with pseudo-sequence DRB1_1001. The binding affinity (normalized) is 0.738. (2) The peptide sequence is MATTLPVQRHPRSLF. The MHC is HLA-DQA10301-DQB10302 with pseudo-sequence HLA-DQA10301-DQB10302. The binding affinity (normalized) is 0.0780. (3) The peptide sequence is DVDQSLIIAARNIVR. The MHC is DRB1_0301 with pseudo-sequence DRB1_0301. The binding affinity (normalized) is 0.611.